This data is from Full USPTO retrosynthesis dataset with 1.9M reactions from patents (1976-2016). The task is: Predict the reactants needed to synthesize the given product. (1) Given the product [CH:20]([C:17]1[CH:18]=[CH:19][C:14]([C@@H:10]2[C:9]3[C:8]([CH3:23])=[C:7]([NH:24][C:25](=[O:31])[CH2:26][C:27]([CH3:28])([CH3:30])[CH3:29])[C:6]([CH3:32])=[C:5]([CH2:2][CH2:3][CH3:4])[C:13]=3[O:12][CH2:11]2)=[CH:15][CH:16]=1)([CH3:21])[CH3:22], predict the reactants needed to synthesize it. The reactants are: O[CH:2]([C:5]1[C:13]2[O:12][CH2:11][C@H:10]([C:14]3[CH:19]=[CH:18][C:17]([CH:20]([CH3:22])[CH3:21])=[CH:16][CH:15]=3)[C:9]=2[C:8]([CH3:23])=[C:7]([NH:24][C:25](=[O:31])[CH2:26][C:27]([CH3:30])([CH3:29])[CH3:28])[C:6]=1[CH3:32])[CH2:3][CH3:4]. (2) Given the product [Br:1][C:2]1[CH:9]=[C:8]([F:10])[C:5]([CH2:6][N:28]([CH2:29][CH3:30])[CH2:26][CH3:27])=[C:4]([F:11])[CH:3]=1, predict the reactants needed to synthesize it. The reactants are: [Br:1][C:2]1[CH:9]=[C:8]([F:10])[C:5]([CH:6]=O)=[C:4]([F:11])[CH:3]=1.C(O[BH-](OC(=O)C)OC(=O)C)(=O)C.[Na+].[CH2:26]([NH:28][CH2:29][CH3:30])[CH3:27]. (3) The reactants are: [CH:1]([N:4]1[CH:12]=[N:11][C:10]2[C:5]1=[N:6][CH:7]=[N:8][C:9]=2[C:13]1[CH:18]=[CH:17][C:16]([O:19]C2CCCCO2)=[CH:15][CH:14]=1)([CH3:3])[CH3:2].Cl. Given the product [CH:1]([N:4]1[CH:12]=[N:11][C:10]2[C:5]1=[N:6][CH:7]=[N:8][C:9]=2[C:13]1[CH:14]=[CH:15][C:16]([OH:19])=[CH:17][CH:18]=1)([CH3:3])[CH3:2], predict the reactants needed to synthesize it. (4) Given the product [F:18][C:8]([F:19])([C:9]1[CH:14]=[CH:13][CH:12]=[C:11]([N+:15]([O-:17])=[O:16])[CH:10]=1)[C:6]1[C:5]([F:20])=[CH:4][N:3]=[C:2]([NH:32][C:31]2[CH:30]=[CH:29][C:28]([N:25]3[CH2:24][CH2:23][N:22]([CH3:21])[CH2:27][CH2:26]3)=[CH:34][CH:33]=2)[N:7]=1, predict the reactants needed to synthesize it. The reactants are: Cl[C:2]1[N:7]=[C:6]([C:8]([F:19])([F:18])[C:9]2[CH:14]=[CH:13][CH:12]=[C:11]([N+:15]([O-:17])=[O:16])[CH:10]=2)[C:5]([F:20])=[CH:4][N:3]=1.[CH3:21][N:22]1[CH2:27][CH2:26][N:25]([C:28]2[CH:34]=[CH:33][C:31]([NH2:32])=[CH:30][CH:29]=2)[CH2:24][CH2:23]1.C1(P(C2CCCCC2)C2C=CC=CC=2C2C(C(C)C)=CC(C(C)C)=CC=2C(C)C)CCCCC1.C(=O)([O-])[O-].[K+].[K+].